Dataset: Reaction yield outcomes from USPTO patents with 853,638 reactions. Task: Predict the reaction yield, written as a fraction of the theoretical maximum amount of product (1.0 means a 100% yield; for example, 0.34 means a 34% yield). (1) The reactants are [CH3:1][C:2]1[CH:3]=[CH:4][C:5]([C:8]([O:10][CH3:11])=[O:9])=[N:6][CH:7]=1.ClC1C=C(C(OO)=[O:20])C=CC=1. The catalyst is C(Cl)Cl. The product is [CH3:11][O:10][C:8]([C:5]1[CH:4]=[CH:3][C:2]([CH3:1])=[CH:7][N+:6]=1[O-:20])=[O:9]. The yield is 0.830. (2) The reactants are [NH2:1][C:2]1[CH:3]=[CH:4][C:5]2[O:9][C:8]([C:10]3[CH:22]=[CH:21][C:13]4[N:14]([CH2:18][CH2:19][CH3:20])[C:15]([CH3:17])=[N:16][C:12]=4[CH:11]=3)=[N:7][C:6]=2[CH:23]=1.C(N(CC)CC)C.[C:31](OC(=O)C)(=[O:33])[CH3:32]. The yield is 0.770. The product is [C:31]([NH:1][C:2]1[CH:3]=[CH:4][C:5]2[O:9][C:8]([C:10]3[CH:22]=[CH:21][C:13]4[N:14]([CH2:18][CH2:19][CH3:20])[C:15]([CH3:17])=[N:16][C:12]=4[CH:11]=3)=[N:7][C:6]=2[CH:23]=1)(=[O:33])[CH3:32]. The catalyst is C(Cl)(Cl)Cl. (3) The reactants are [Br:1][C:2]1[CH:3]=[C:4]([NH:9][C:10]2[C:11]3[CH:19]=[C:18](F)[N:17]=[CH:16][C:12]=3[N:13]=[CH:14][N:15]=2)[CH:5]=[CH:6][C:7]=1[Br:8].[CH3:21][O:22][C:23]1[CH:30]=[CH:29][C:26]([CH2:27][NH2:28])=[CH:25][CH:24]=1.O. The catalyst is CS(C)=O. The product is [Br:1][C:2]1[CH:3]=[C:4]([NH:9][C:10]2[C:11]3[CH:19]=[C:18]([NH:28][CH2:27][C:26]4[CH:29]=[CH:30][C:23]([O:22][CH3:21])=[CH:24][CH:25]=4)[N:17]=[CH:16][C:12]=3[N:13]=[CH:14][N:15]=2)[CH:5]=[CH:6][C:7]=1[Br:8]. The yield is 0.950.